This data is from Full USPTO retrosynthesis dataset with 1.9M reactions from patents (1976-2016). The task is: Predict the reactants needed to synthesize the given product. Given the product [CH3:1][C:2]1[O:6][N:5]=[C:4]([C:7]2[CH:12]=[CH:11][CH:10]=[CH:9][CH:8]=2)[C:3]=1[C:13]1[O:14][C:22]([C:21]2[CH:25]=[CH:26][CH:27]=[CH:28][C:20]=2[N+:17]([O-:19])=[O:18])=[N:16][N:15]=1, predict the reactants needed to synthesize it. The reactants are: [CH3:1][C:2]1[O:6][N:5]=[C:4]([C:7]2[CH:12]=[CH:11][CH:10]=[CH:9][CH:8]=2)[C:3]=1[C:13]([NH:15][NH2:16])=[O:14].[N+:17]([C:20]1[CH:28]=[CH:27][CH:26]=[CH:25][C:21]=1[C:22](O)=O)([O-:19])=[O:18].